Dataset: Catalyst prediction with 721,799 reactions and 888 catalyst types from USPTO. Task: Predict which catalyst facilitates the given reaction. (1) Reactant: [CH2:1]([O:4][C:5]1[CH:12]=[C:11]([O:13][CH2:14][C:15]2[CH:20]=[CH:19][CH:18]=[CH:17][CH:16]=2)[CH:10]=[CH:9][C:6]=1C=O)[CH:2]=[CH2:3].ClC1C=C(C=CC=1)C(OO)=[O:26]. Product: [CH2:1]([O:4][C:5]1[CH:12]=[C:11]([O:13][CH2:14][C:15]2[CH:20]=[CH:19][CH:18]=[CH:17][CH:16]=2)[CH:10]=[CH:9][C:6]=1[OH:26])[CH:2]=[CH2:3]. The catalyst class is: 2. (2) Reactant: C[O:2][C:3](=[O:28])/[CH:4]=[CH:5]/[C:6]1[CH:7]=[C:8]2[C:24](=[CH:25][CH:26]=1)[O:23][C:11]1([CH2:14][N:13]([CH2:15][C:16]3[CH:21]=[CH:20][C:19]([F:22])=[CH:18][CH:17]=3)[CH2:12]1)[CH2:10][C:9]2=[O:27].Cl. The catalyst class is: 52. Product: [F:22][C:19]1[CH:18]=[CH:17][C:16]([CH2:15][N:13]2[CH2:12][C:11]3([CH2:10][C:9](=[O:27])[C:8]4[C:24](=[CH:25][CH:26]=[C:6](/[CH:5]=[CH:4]/[C:3]([OH:28])=[O:2])[CH:7]=4)[O:23]3)[CH2:14]2)=[CH:21][CH:20]=1. (3) Reactant: [Br:1][C:2]1[CH:3]=[C:4]([CH:16]=[C:17]([Cl:19])[CH:18]=1)[O:5][C:6]1[C:7](C(O)=O)=[N:8][CH:9]=[CH:10][C:11]=1[Cl:12].C([N:22]([CH2:25]C)CC)C.N1C=CC=CC=1.[C:33]([OH:37])([CH3:36])([CH3:35])[CH3:34].C1C=CC(P(N=[N+]=[N-])(C2C=CC=CC=2)=[O:45])=CC=1. Product: [Br:1][C:2]1[CH:3]=[C:4]([CH:16]=[C:17]([Cl:19])[CH:18]=1)[O:5][C:6]1[C:7]([NH:22][C:25](=[O:45])[O:37][C:33]([CH3:36])([CH3:35])[CH3:34])=[N:8][CH:9]=[CH:10][C:11]=1[Cl:12]. The catalyst class is: 11. (4) Reactant: C([O:8][C:9]1[CH:10]=[CH:11][C:12]([C:15]2[NH:16][C:17]([CH:20]([C:28]3[CH:33]=[CH:32][C:31]([S:34]([CH:37]4[CH2:39][CH2:38]4)(=[O:36])=[O:35])=[CH:30][CH:29]=3)[CH2:21][CH:22]3[CH2:27][CH2:26][O:25][CH2:24][CH2:23]3)=[CH:18][CH:19]=2)=[N:13][CH:14]=1)C1C=CC=CC=1.C(O)C. Product: [CH:37]1([S:34]([C:31]2[CH:32]=[CH:33][C:28]([CH:20]([C:17]3[NH:16][C:15]([C:12]4[N:13]=[CH:14][C:9]([OH:8])=[CH:10][CH:11]=4)=[CH:19][CH:18]=3)[CH2:21][CH:22]3[CH2:27][CH2:26][O:25][CH2:24][CH2:23]3)=[CH:29][CH:30]=2)(=[O:36])=[O:35])[CH2:39][CH2:38]1. The catalyst class is: 481. (5) Product: [OH:3][CH2:4][C:6]1[N:7]=[C:8]([C:19]2[CH:20]=[CH:21][C:22]([O:25][CH3:26])=[CH:23][CH:24]=2)[N:9]([C:11]2[CH:12]=[CH:13][C:14]([O:17][CH3:18])=[CH:15][CH:16]=2)[CH:10]=1. The catalyst class is: 11. Reactant: C([O:3][C:4]([C:6]1[N:7]=[C:8]([C:19]2[CH:24]=[CH:23][C:22]([O:25][CH3:26])=[CH:21][CH:20]=2)[N:9]([C:11]2[CH:16]=[CH:15][C:14]([O:17][CH3:18])=[CH:13][CH:12]=2)[CH:10]=1)=O)C. (6) Reactant: [O:1]=[C:2]([CH2:40][CH2:41][O:42][CH2:43][CH2:44][O:45][CH2:46][CH2:47][O:48][CH2:49][CH2:50][O:51][CH2:52][CH2:53][NH:54][C:55](=[O:69])[CH2:56][CH2:57][CH2:58][CH2:59][CH:60]1[CH:67]2[CH:63]([NH:64][C:65](=[O:68])[NH:66]2)[CH2:62][S:61]1)[NH:3][CH2:4][CH2:5][CH2:6][O:7][C:8]1[CH:39]=[CH:38][C:11]([C:12]([C:14]2[CH:19]=[CH:18][C:17]([NH:20][CH2:21][CH2:22][O:23][CH2:24][CH2:25][O:26][CH2:27][CH2:28][O:29][CH2:30][CH2:31][O:32][CH2:33][CH2:34][C:35]([OH:37])=[O:36])=[CH:16][CH:15]=2)=[O:13])=[CH:10][CH:9]=1.O[N:71]1[C:75](=[O:76])[CH2:74][CH2:73][C:72]1=[O:77].C(Cl)CCl. Product: [O:1]=[C:2]([CH2:40][CH2:41][O:42][CH2:43][CH2:44][O:45][CH2:46][CH2:47][O:48][CH2:49][CH2:50][O:51][CH2:52][CH2:53][NH:54][C:55](=[O:69])[CH2:56][CH2:57][CH2:58][CH2:59][CH:60]1[CH:67]2[CH:63]([NH:64][C:65](=[O:68])[NH:66]2)[CH2:62][S:61]1)[NH:3][CH2:4][CH2:5][CH2:6][O:7][C:8]1[CH:39]=[CH:38][C:11]([C:12]([C:14]2[CH:19]=[CH:18][C:17]([NH:20][CH2:21][CH2:22][O:23][CH2:24][CH2:25][O:26][CH2:27][CH2:28][O:29][CH2:30][CH2:31][O:32][CH2:33][CH2:34][C:35]([O:37][N:71]3[C:75](=[O:76])[CH2:74][CH2:73][C:72]3=[O:77])=[O:36])=[CH:16][CH:15]=2)=[O:13])=[CH:10][CH:9]=1. The catalyst class is: 2. (7) Reactant: [Cl:1][C:2]1[CH:10]=[CH:9][CH:8]=[C:7]2[C:3]=1[CH2:4][CH2:5][CH:6]2[N:11]1[C:16](=[O:17])[C:15]([C:18]#[N:19])=[CH:14][N:13]([C:20]2[CH:31]=[CH:30][C:23]3[N:24]([CH3:29])[C:25](=[O:28])[N:26]([CH3:27])[C:22]=3[CH:21]=2)[C:12]1=[O:32].C([Sn](=O)CCCC)CCC.C[Si]([N:47]=[N+:48]=[N-:49])(C)C.C(O)C. Product: [Cl:1][C:2]1[CH:10]=[CH:9][CH:8]=[C:7]2[C:3]=1[CH2:4][CH2:5][CH:6]2[N:11]1[C:16](=[O:17])[C:15]([C:18]2[NH:49][N:48]=[N:47][N:19]=2)=[CH:14][N:13]([C:20]2[CH:31]=[CH:30][C:23]3[N:24]([CH3:29])[C:25](=[O:28])[N:26]([CH3:27])[C:22]=3[CH:21]=2)[C:12]1=[O:32]. The catalyst class is: 11. (8) The catalyst class is: 25. Reactant: [CH3:1][C:2]1(C)S[C@@H]2[C@H](NC([C@H](N)C3C=CC=CC=3)=O)C(=O)N2[C@H:3]1[C:21]([OH:23])=[O:22].CC(S[C@@H]1[O:34][C@H](CO)[C@H](O)[C@H](O)[C@H]1O)C.[Si]([CH:44]=[N+:45]=[N-])(C)(C)C. Product: [OH:34][C@H:2]([CH2:1][C:44]#[N:45])[CH2:3][C:21]([OH:23])=[O:22]. (9) Reactant: [NH2:1][C:2]1[C:7]([CH:8]=O)=[CH:6][CH:5]=[C:4]([CH2:10][OH:11])[N:3]=1.[N+](=[C:14](P(=O)(OC)OC)C(=O)C)=[N-].C(=O)([O-])[O-].[K+].[K+].[Cl-].[NH4+].[Cl-].[Na+]. Product: [NH2:1][C:2]1[N:3]=[C:4]([CH2:10][OH:11])[CH:5]=[CH:6][C:7]=1[C:8]#[CH:14]. The catalyst class is: 5. (10) Reactant: [NH2:1][C:2]1[N:7]=[CH:6][C:5]([Br:8])=[CH:4][N:3]=1.[C:9](O[C:9]([O:11][C:12]([CH3:15])([CH3:14])[CH3:13])=[O:10])([O:11][C:12]([CH3:15])([CH3:14])[CH3:13])=[O:10]. Product: [C:12]([O:11][C:9]([N:1]([C:9]([O:11][C:12]([CH3:15])([CH3:14])[CH3:13])=[O:10])[C:2]1[N:7]=[CH:6][C:5]([Br:8])=[CH:4][N:3]=1)=[O:10])([CH3:15])([CH3:14])[CH3:13]. The catalyst class is: 17.